The task is: Predict the product of the given reaction.. This data is from Forward reaction prediction with 1.9M reactions from USPTO patents (1976-2016). (1) Given the reactants [C:1](O)(=[O:3])[CH3:2].CN(C(ON1N=NC2C=CC=CC1=2)=[N+](C)C)C.F[P-](F)(F)(F)(F)F.CCN(C(C)C)C(C)C.[NH2:38][C:39]1[S:40][C:41]2[CH:47]=[C:46]([O:48][S:49]([C:52]3[CH:57]=[CH:56][C:55]([NH:58][CH2:59][CH2:60][N:61]([CH:65]([CH3:67])[CH3:66])[CH:62]([CH3:64])[CH3:63])=[CH:54][CH:53]=3)(=[O:51])=[O:50])[CH:45]=[CH:44][C:42]=2[N:43]=1, predict the reaction product. The product is: [C:1]([NH:38][C:39]1[S:40][C:41]2[CH:47]=[C:46]([O:48][S:49]([C:52]3[CH:57]=[CH:56][C:55]([NH:58][CH2:59][CH2:60][N:61]([CH:65]([CH3:67])[CH3:66])[CH:62]([CH3:63])[CH3:64])=[CH:54][CH:53]=3)(=[O:51])=[O:50])[CH:45]=[CH:44][C:42]=2[N:43]=1)(=[O:3])[CH3:2]. (2) Given the reactants [Cl:1][C:2]1[CH:31]=[CH:30][C:5]([CH:6]=[CH:7][CH2:8][N:9]2[C:14](=[O:15])[C:13]([CH2:16]OS(C)(=O)=O)=[CH:12][C:11]([C:22]3[CH:27]=[CH:26][C:25]([F:28])=[C:24]([CH3:29])[CH:23]=3)=[N:10]2)=[CH:4][CH:3]=1.[CH3:32][N:33]1[CH2:38][CH2:37][NH:36][CH2:35][CH2:34]1, predict the reaction product. The product is: [Cl:1][C:2]1[CH:3]=[CH:4][C:5]([CH:6]=[CH:7][CH2:8][N:9]2[C:14](=[O:15])[C:13]([CH2:16][N:36]3[CH2:37][CH2:38][N:33]([CH3:32])[CH2:34][CH2:35]3)=[CH:12][C:11]([C:22]3[CH:27]=[CH:26][C:25]([F:28])=[C:24]([CH3:29])[CH:23]=3)=[N:10]2)=[CH:30][CH:31]=1. (3) Given the reactants Br[CH2:2][CH2:3][CH2:4][C:5]1[C:13]2[C:8](=[CH:9][CH:10]=[CH:11][CH:12]=2)[NH:7][CH:6]=1.C(=O)([O-])[O-].[K+].[K+].[Cl:20][C:21]1[C:26]([Cl:27])=[CH:25][CH:24]=[CH:23][C:22]=1[N:28]1[CH2:33][CH2:32][NH:31][CH2:30][CH2:29]1, predict the reaction product. The product is: [ClH:20].[Cl:20][C:21]1[C:26]([Cl:27])=[CH:25][CH:24]=[CH:23][C:22]=1[N:28]1[CH2:33][CH2:32][N:31]([CH2:2][CH2:3][CH2:4][C:5]2[C:13]3[C:8](=[CH:9][CH:10]=[CH:11][CH:12]=3)[NH:7][CH:6]=2)[CH2:30][CH2:29]1.